Dataset: Full USPTO retrosynthesis dataset with 1.9M reactions from patents (1976-2016). Task: Predict the reactants needed to synthesize the given product. (1) Given the product [CH:3]1([CH2:7][O:8][C:10]2[C:11]([NH2:16])=[N:12][CH:13]=[CH:14][N:15]=2)[CH2:6][CH2:5][CH2:4]1, predict the reactants needed to synthesize it. The reactants are: [H-].[Na+].[CH:3]1([CH2:7][OH:8])[CH2:6][CH2:5][CH2:4]1.Cl[C:10]1[C:11]([NH2:16])=[N:12][CH:13]=[CH:14][N:15]=1.O. (2) Given the product [CH3:13][N:14]([CH3:25])[CH2:15][CH2:16][O:17][C:18]1[CH:24]=[CH:23][C:21]([NH:22][C:2]2[CH:7]=[CH:6][N:5]3[N:8]=[CH:9][C:10]([CH:11]=[O:12])=[C:4]3[N:3]=2)=[CH:20][CH:19]=1, predict the reactants needed to synthesize it. The reactants are: Cl[C:2]1[CH:7]=[CH:6][N:5]2[N:8]=[CH:9][C:10]([CH:11]=[O:12])=[C:4]2[N:3]=1.[CH3:13][N:14]([CH3:25])[CH2:15][CH2:16][O:17][C:18]1[CH:24]=[CH:23][C:21]([NH2:22])=[CH:20][CH:19]=1.O.ClCCl. (3) Given the product [Cl:38][C:23]1[S:22][C:21]([C:18]2[CH:19]=[CH:20][C:15]([C:12]3[CH:11]=[CH:10][C:9]([C:6]4([C:4]([OH:5])=[O:3])[CH2:8][CH2:7]4)=[CH:14][CH:13]=3)=[C:16]([O:39][CH3:40])[CH:17]=2)=[C:25]([NH:26][C:27]([O:29][C@@H:30]([C:32]2[CH:33]=[CH:34][CH:35]=[CH:36][CH:37]=2)[CH3:31])=[O:28])[CH:24]=1, predict the reactants needed to synthesize it. The reactants are: C([O:3][C:4]([C:6]1([C:9]2[CH:14]=[CH:13][C:12]([C:15]3[CH:20]=[CH:19][C:18]([C:21]4[S:22][C:23]([Cl:38])=[CH:24][C:25]=4[NH:26][C:27]([O:29][C@@H:30]([C:32]4[CH:37]=[CH:36][CH:35]=[CH:34][CH:33]=4)[CH3:31])=[O:28])=[CH:17][C:16]=3[O:39][CH3:40])=[CH:11][CH:10]=2)[CH2:8][CH2:7]1)=[O:5])C.[OH-].[Na+].Cl.